Dataset: Forward reaction prediction with 1.9M reactions from USPTO patents (1976-2016). Task: Predict the product of the given reaction. Given the reactants FC(F)(F)S(O[C:7]1[CH2:11][N:10]([C:12]([O:14][C:15]([CH3:18])([CH3:17])[CH3:16])=[O:13])[C@H:9]([C:19]([O:21][CH3:22])=[O:20])[CH:8]=1)(=O)=O.CC1(C)C(C)(C)OB([C:33]2[CH:34]=[CH:35][C:36]([NH2:39])=[N:37][CH:38]=2)O1.C([O-])([O-])=O.[Cs+].[Cs+], predict the reaction product. The product is: [NH2:39][C:36]1[N:37]=[CH:38][C:33]([C:7]2[CH2:11][N:10]([C:12]([O:14][C:15]([CH3:18])([CH3:17])[CH3:16])=[O:13])[C@H:9]([C:19]([O:21][CH3:22])=[O:20])[CH:8]=2)=[CH:34][CH:35]=1.